From a dataset of Full USPTO retrosynthesis dataset with 1.9M reactions from patents (1976-2016). Predict the reactants needed to synthesize the given product. (1) Given the product [Cl:1][C:2]1[N:11]=[C:10]([N:12]([C:13]2[CH:18]=[CH:17][C:16]([O:19][CH3:20])=[CH:15][C:14]=2[O:21][CH3:22])[CH3:23])[C:9]2[C:4](=[CH:5][CH:6]=[CH:7][CH:8]=2)[N:3]=1, predict the reactants needed to synthesize it. The reactants are: [Cl:1][C:2]1[N:11]=[C:10]([NH:12][C:13]2[CH:18]=[CH:17][C:16]([O:19][CH3:20])=[CH:15][C:14]=2[O:21][CH3:22])[C:9]2[C:4](=[CH:5][CH:6]=[CH:7][CH:8]=2)[N:3]=1.[CH3:23]I. (2) The reactants are: [CH:1]1([C:4]2[N:8]([CH2:9][C:10]3[C:11]([CH3:16])=[N:12][O:13][C:14]=3[CH3:15])[N:7]=[C:6]([C:17]3[N:22]=[C:21]([NH2:23])[C:20]([O:24][CH3:25])=[CH:19][N:18]=3)[C:5]=2[CH3:26])[CH2:3][CH2:2]1.Cl.[CH2:28]([O:30][C:31](=[O:39])[C:32]1[C:37](Cl)=[CH:36][CH:35]=[N:34][CH:33]=1)[CH3:29].C(=O)([O-])[O-].[Cs+].[Cs+].C1(P(C2C=CC=CC=2)C2C3OC4C(=CC=CC=4P(C4C=CC=CC=4)C4C=CC=CC=4)C(C)(C)C=3C=CC=2)C=CC=CC=1. Given the product [CH:1]1([C:4]2[N:8]([CH2:9][C:10]3[C:11]([CH3:16])=[N:12][O:13][C:14]=3[CH3:15])[N:7]=[C:6]([C:17]3[N:22]=[C:21]([NH:23][C:37]4[C:32]([C:31]([O:30][CH2:28][CH3:29])=[O:39])=[CH:33][N:34]=[CH:35][CH:36]=4)[C:20]([O:24][CH3:25])=[CH:19][N:18]=3)[C:5]=2[CH3:26])[CH2:3][CH2:2]1, predict the reactants needed to synthesize it.